From a dataset of Catalyst prediction with 721,799 reactions and 888 catalyst types from USPTO. Predict which catalyst facilitates the given reaction. Reactant: [Cl:1][CH2:2][C:3]([C:5]1[CH:10]=[CH:9][C:8]([CH2:11][CH2:12][NH:13][C:14](=[O:16])[CH3:15])=[CH:7][CH:6]=1)=O.[NH2:17][C:18]([NH2:20])=[S:19]. Product: [ClH:1].[NH2:20][C:18]1[S:19][CH:2]=[C:3]([C:5]2[CH:10]=[CH:9][C:8]([CH2:11][CH2:12][NH:13][C:14](=[O:16])[CH3:15])=[CH:7][CH:6]=2)[N:17]=1. The catalyst class is: 8.